From a dataset of Forward reaction prediction with 1.9M reactions from USPTO patents (1976-2016). Predict the product of the given reaction. Given the reactants [Cl:1][C:2]1[CH:7]=[CH:6][C:5]([CH:8]([C:10]2[CH:15]=[CH:14][C:13]([Cl:16])=[CH:12][C:11]=2[CH3:17])O)=[C:4]([CH3:18])[CH:3]=1.S(Cl)(Cl)=O.[N:23]1([C:29]([O:31][C:32]([CH3:35])([CH3:34])[CH3:33])=[O:30])[CH2:28][CH2:27][NH:26][CH2:25][CH2:24]1.C([O-])([O-])=O.[K+].[K+], predict the reaction product. The product is: [Cl:1][C:2]1[CH:7]=[CH:6][C:5]([CH:8]([C:10]2[CH:15]=[CH:14][C:13]([Cl:16])=[CH:12][C:11]=2[CH3:17])[N:26]2[CH2:25][CH2:24][N:23]([C:29]([O:31][C:32]([CH3:35])([CH3:34])[CH3:33])=[O:30])[CH2:28][CH2:27]2)=[C:4]([CH3:18])[CH:3]=1.